The task is: Predict the product of the given reaction.. This data is from Forward reaction prediction with 1.9M reactions from USPTO patents (1976-2016). (1) Given the reactants [C:1]([C:4]1[CH:5]=[N:6][CH:7]=[C:8]([CH:12]=1)[C:9]([OH:11])=[O:10])(=O)[NH2:2].P(Cl)(Cl)(Cl)=O.Cl.[H][H], predict the reaction product. The product is: [NH2:2][CH2:1][C:4]1[CH:5]=[N:6][CH:7]=[C:8]([CH:12]=1)[C:9]([OH:11])=[O:10]. (2) The product is: [C:1]([O:4][CH2:5][O:6][C:7]1[CH:15]=[CH:14][CH:13]=[CH:12][C:8]=1[C:9]([O:11][O:24][C:22](=[O:23])[C:16]1[CH:21]=[CH:20][CH:19]=[CH:18][CH:17]=1)=[O:10])(=[O:3])[CH3:2]. Given the reactants [C:1]([O:4][CH2:5][O:6][C:7]1[CH:15]=[CH:14][CH:13]=[CH:12][C:8]=1[C:9]([OH:11])=[O:10])(=[O:3])[CH3:2].[C:16]1([C:22]([O:24]O)=[O:23])[CH:21]=[CH:20][CH:19]=[CH:18][CH:17]=1.C1(N=C=NC2CCCCC2)CCCCC1, predict the reaction product. (3) Given the reactants [CH3:1][CH:2]([CH2:7][N:8]1[CH2:12][CH2:11][CH2:10][CH2:9]1)[CH2:3][C:4]([OH:6])=O.C(Cl)(=O)C(Cl)=O.C(OC([N:26]1[C:30]([NH2:31])=[CH:29][C:28]([C:32]2[CH:33]=[N:34][C:35]([CH3:38])=[CH:36][CH:37]=2)=[N:27]1)=O)(C)(C)C.Cl, predict the reaction product. The product is: [CH3:1][CH:2]([CH2:7][N:8]1[CH2:12][CH2:11][CH2:10][CH2:9]1)[CH2:3][C:4]([NH:31][C:30]1[NH:26][N:27]=[C:28]([C:32]2[CH:33]=[N:34][C:35]([CH3:38])=[CH:36][CH:37]=2)[CH:29]=1)=[O:6]. (4) Given the reactants [N+:1]([C:4]1[CH:5]=[CH:6][C:7]([NH:13][CH2:14][CH2:15][C:16]2[CH:21]=[CH:20][CH:19]=[CH:18][N:17]=2)=[C:8]([C:10](=[O:12])[CH3:11])[CH:9]=1)([O-])=O.[H][H], predict the reaction product. The product is: [NH2:1][C:4]1[CH:5]=[CH:6][C:7]([NH:13][CH2:14][CH2:15][C:16]2[CH:21]=[CH:20][CH:19]=[CH:18][N:17]=2)=[C:8]([C:10](=[O:12])[CH3:11])[CH:9]=1. (5) Given the reactants [CH2:1]([N:3]([CH2:26][CH2:27][C:28]1[CH:33]=[CH:32][CH:31]=[CH:30][N:29]=1)[C:4](=[O:25])[CH2:5][CH2:6][C:7]1[CH:24]=[CH:23][C:10]([O:11][CH2:12][C:13]2[CH:22]=[CH:21][CH:20]=[CH:19][C:14]=2[C:15]([O:17]C)=[O:16])=[CH:9][CH:8]=1)[CH3:2].[OH-].[Li+].Cl, predict the reaction product. The product is: [CH2:1]([N:3]([CH2:26][CH2:27][C:28]1[CH:33]=[CH:32][CH:31]=[CH:30][N:29]=1)[C:4](=[O:25])[CH2:5][CH2:6][C:7]1[CH:8]=[CH:9][C:10]([O:11][CH2:12][C:13]2[CH:22]=[CH:21][CH:20]=[CH:19][C:14]=2[C:15]([OH:17])=[O:16])=[CH:23][CH:24]=1)[CH3:2]. (6) The product is: [Cl:1][C:2]1[CH:7]=[C:6]([O:8][CH3:9])[C:5]([CH3:10])=[CH:4][C:3]=1[C:11]1[CH:16]=[CH:15][N:14]=[C:13]([NH:34][CH:31]([CH:28]2[CH2:30][CH2:29]2)[CH2:32][CH3:33])[C:12]=1[N+:25]([O-:27])=[O:26]. Given the reactants [Cl:1][C:2]1[CH:7]=[C:6]([O:8][CH3:9])[C:5]([CH3:10])=[CH:4][C:3]=1[C:11]1[CH:16]=[CH:15][N:14]=[C:13](OS(C(F)(F)F)(=O)=O)[C:12]=1[N+:25]([O-:27])=[O:26].[CH:28]1([CH:31]([NH2:34])[CH2:32][CH3:33])[CH2:30][CH2:29]1, predict the reaction product. (7) Given the reactants [NH2:1][C:2]1[S:3]/[C:4](=[CH:8]\[C:9]2[CH:14]=[C:13]([O:15][CH3:16])[C:12]([OH:17])=[C:11]([Cl:18])[CH:10]=2)/[C:5](=[O:7])[N:6]=1.[Br:19][C:20]1[CH:21]=[C:22]([CH:25]=[C:26]([C:28](=O)[CH2:29]Br)[CH:27]=1)[C:23]#[N:24].CC(O)C, predict the reaction product. The product is: [Br:19][C:20]1[CH:21]=[C:22]([CH:25]=[C:26]([C:28]2[N:1]=[C:2]3[N:6]([CH:29]=2)[C:5](=[O:7])/[C:4](=[CH:8]/[C:9]2[CH:14]=[C:13]([O:15][CH3:16])[C:12]([OH:17])=[C:11]([Cl:18])[CH:10]=2)/[S:3]3)[CH:27]=1)[C:23]#[N:24]. (8) The product is: [F:24][C:13]([F:25])([C:14]1[CH:23]=[CH:22][C:21]2[C:16](=[CH:17][CH:18]=[CH:19][CH:20]=2)[N:15]=1)[CH2:12][N:8]1[CH2:7][C:6]2[C:10](=[C:2]([C:29]3[CH:30]=[CH:31][N:26]=[CH:27][CH:28]=3)[CH:3]=[CH:4][CH:5]=2)[C:9]1=[O:11]. Given the reactants Br[C:2]1[CH:3]=[CH:4][CH:5]=[C:6]2[C:10]=1[C:9](=[O:11])[N:8]([CH2:12][C:13]([F:25])([F:24])[C:14]1[CH:23]=[CH:22][C:21]3[C:16](=[CH:17][CH:18]=[CH:19][CH:20]=3)[N:15]=1)[CH2:7]2.[N:26]1[CH:31]=[CH:30][C:29](B(O)O)=[CH:28][CH:27]=1.C([O-])([O-])=O.[Cs+].[Cs+], predict the reaction product. (9) The product is: [F:30][C:5]([F:4])([F:29])[C:6]1[N:10]2[N:11]=[C:12]([O:19][CH2:20][C:21]3[N:26]=[C:25]([CH:27]([OH:28])[CH3:1])[CH:24]=[CH:23][CH:22]=3)[C:13]3[C:18]([C:9]2=[N:8][N:7]=1)=[CH:17][CH:16]=[CH:15][CH:14]=3. Given the reactants [CH3:1][Mg]Br.[F:4][C:5]([F:30])([F:29])[C:6]1[N:10]2[N:11]=[C:12]([O:19][CH2:20][C:21]3[N:26]=[C:25]([CH2:27][OH:28])[CH:24]=[CH:23][CH:22]=3)[C:13]3[C:18]([C:9]2=[N:8][N:7]=1)=[CH:17][CH:16]=[CH:15][CH:14]=3, predict the reaction product.